From a dataset of Reaction yield outcomes from USPTO patents with 853,638 reactions. Predict the reaction yield, written as a fraction of the theoretical maximum amount of product (1.0 means a 100% yield; for example, 0.34 means a 34% yield). (1) The reactants are O[C:2]([CH3:18])([CH3:17])[C@H:3]([NH:8][C:9](=[O:16])[C:10]1[CH:15]=[CH:14][CH:13]=[CH:12][CH:11]=1)[CH2:4][CH2:5][S:6][CH3:7].N1CCCN2CCCCCC=12.FC(F)(S(F)(=O)=O)C(F)(F)C(F)(F)C(F)(F)F. The catalyst is ClCCl. The product is [CH3:17][C:2]1([CH3:18])[O:16][C:9]([C:10]2[CH:15]=[CH:14][CH:13]=[CH:12][CH:11]=2)=[N:8][C@@H:3]1[CH2:4][CH2:5][S:6][CH3:7]. The yield is 0.536. (2) The reactants are Br[C:2]1[CH:7]=[CH:6][C:5]([S:8]([NH:11][CH2:12][CH2:13][CH3:14])(=[O:10])=[O:9])=[C:4]([O:15][C:16]([F:19])([F:18])[F:17])[CH:3]=1.[C:20]([C:22]1[N:26]([CH3:27])[C:25](B(O)O)=[CH:24][CH:23]=1)#[N:21].[F-].[K+].C(P(C(C)(C)C)C(C)(C)C)(C)(C)C. The catalyst is C1C=CC(/C=C/C(/C=C/C2C=CC=CC=2)=O)=CC=1.C1C=CC(/C=C/C(/C=C/C2C=CC=CC=2)=O)=CC=1.C1C=CC(/C=C/C(/C=C/C2C=CC=CC=2)=O)=CC=1.[Pd].[Pd]. The product is [C:20]([C:22]1[N:26]([CH3:27])[C:25]([C:2]2[CH:7]=[CH:6][C:5]([S:8]([NH:11][CH2:12][CH2:13][CH3:14])(=[O:10])=[O:9])=[C:4]([O:15][C:16]([F:19])([F:18])[F:17])[CH:3]=2)=[CH:24][CH:23]=1)#[N:21]. The yield is 0.290. (3) The reactants are Br[C:2]1(Br)[C:6]2[N:7]=[C:8]([Cl:17])[N:9]=[C:10]([N:11]3[CH2:16][CH2:15][O:14][CH2:13][CH2:12]3)[C:5]=2[N:4]([CH3:18])[C:3]1=[O:19].[Cl-].[NH4+]. The catalyst is C1COCC1.C(Cl)Cl.[Zn]. The product is [Cl:17][C:8]1[N:9]=[C:10]([N:11]2[CH2:12][CH2:13][O:14][CH2:15][CH2:16]2)[C:5]2[N:4]([CH3:18])[C:3](=[O:19])[CH2:2][C:6]=2[N:7]=1. The yield is 0.634. (4) The reactants are C([N:4]([S:26]([CH3:29])(=[O:28])=[O:27])[N:5]1[C:14](=[O:15])[C:13]2[C:8](=[CH:9][C:10]([C:21]([F:24])([F:23])[F:22])=[C:11]([CH2:16][NH:17]C(=O)C)[CH:12]=2)[NH:7][C:6]1=[O:25])(=O)C. The catalyst is Cl. The product is [NH2:17][CH2:16][C:11]1[CH:12]=[C:13]2[C:8](=[CH:9][C:10]=1[C:21]([F:23])([F:24])[F:22])[NH:7][C:6](=[O:25])[N:5]([NH:4][S:26]([CH3:29])(=[O:27])=[O:28])[C:14]2=[O:15]. The yield is 0.770. (5) The reactants are [C:1]([O:5][C:6](=[O:33])[CH2:7][NH:8][CH2:9][C:10]1[CH:15]=[CH:14][C:13]([C:16]2[CH:17]=[N:18][C:19]([CH2:22][C:23]3[CH:28]=[CH:27][C:26]([O:29][CH2:30][CH2:31]Cl)=[CH:25][CH:24]=3)=[N:20][CH:21]=2)=[CH:12][CH:11]=1)([CH3:4])([CH3:3])[CH3:2].[I-].[Na+].[O:36]1[CH2:40][CH2:39][CH2:38][CH:37]1[C:41]([N:43]1[CH2:48][CH2:47][NH:46][CH2:45][CH2:44]1)=[O:42]. The catalyst is CN(C=O)C. The product is [C:1]([O:5][C:6](=[O:33])[CH2:7][NH:8][CH2:9][C:10]1[CH:15]=[CH:14][C:13]([C:16]2[CH:17]=[N:18][C:19]([CH2:22][C:23]3[CH:28]=[CH:27][C:26]([O:29][CH2:30][CH2:31][N:46]4[CH2:47][CH2:48][N:43]([C:41]([CH:37]5[CH2:38][CH2:39][CH2:40][O:36]5)=[O:42])[CH2:44][CH2:45]4)=[CH:25][CH:24]=3)=[N:20][CH:21]=2)=[CH:12][CH:11]=1)([CH3:4])([CH3:3])[CH3:2]. The yield is 0.510. (6) The reactants are Br.[CH3:2][O:3][C:4]1[CH:9]=[CH:8][C:7]([C:10](=O)[CH2:11][S:12][C:13](=[NH:15])[CH3:14])=[CH:6][CH:5]=1. The catalyst is CO.C([O-])(O)=O.[Na+].[Cl-].[Zn+2].[Cl-]. The product is [CH3:2][O:3][C:4]1[CH:9]=[CH:8][C:7]([C:10]2[N:15]=[C:13]([CH3:14])[S:12][CH:11]=2)=[CH:6][CH:5]=1. The yield is 0.920. (7) The reactants are [CH3:1][Mg]Cl.CON(C)[C:7](=[O:18])[CH2:8][C:9]1[CH:14]=[C:13]([F:15])[CH:12]=[C:11]([F:16])[C:10]=1[F:17]. The catalyst is C1COCC1. The product is [F:17][C:10]1[C:11]([F:16])=[CH:12][C:13]([F:15])=[CH:14][C:9]=1[CH2:8][C:7](=[O:18])[CH3:1]. The yield is 0.850. (8) The reactants are C(N(CC)CC)C.[CH:8]([C:10]1[C:18]2[C:13](=[CH:14][CH:15]=[CH:16][CH:17]=2)[N:12](C(OC(C)(C)C)=O)[CH:11]=1)=[O:9].[CH3:26][O:27][C:28]1[CH:29]=[C:30]([CH:43]=[CH:44][CH:45]=1)[N:31]=[CH:32][C:33]1[N:34]=[C:35]2[CH:40]=[CH:39][C:38]([CH3:41])=[CH:37][N:36]2[CH:42]=1. The catalyst is [Cl-].C([N+]1C(C)=C(CCO)SC=1)C1C=CC=CC=1.C(O)C. The product is [NH:12]1[C:13]2[C:18](=[CH:17][CH:16]=[CH:15][CH:14]=2)[C:10]([C:8](=[O:9])[CH:32]([NH:31][C:30]2[CH:43]=[CH:44][CH:45]=[C:28]([O:27][CH3:26])[CH:29]=2)[C:33]2[N:34]=[C:35]3[CH:40]=[CH:39][C:38]([CH3:41])=[CH:37][N:36]3[CH:42]=2)=[CH:11]1. The yield is 0.210. (9) The reactants are [NH2:1][CH2:2][C:3]1[N:4]=[C:5]([NH:8][C:9]([NH:11][C:12]2[CH:17]=[CH:16][C:15]([CH3:18])=[CH:14][C:13]=2[C:19]([CH:21]2[CH2:25][CH2:24][CH2:23][CH2:22]2)=[O:20])=[O:10])[S:6][CH:7]=1.[C:26](Cl)(=[O:28])[CH3:27]. The yield is 0.880. The product is [CH:21]1([C:19]([C:13]2[CH:14]=[C:15]([CH3:18])[CH:16]=[CH:17][C:12]=2[NH:11][C:9](=[O:10])[NH:8][C:5]2[S:6][CH:7]=[C:3]([CH2:2][NH:1][C:26](=[O:28])[CH3:27])[N:4]=2)=[O:20])[CH2:25][CH2:24][CH2:23][CH2:22]1. No catalyst specified.